This data is from Full USPTO retrosynthesis dataset with 1.9M reactions from patents (1976-2016). The task is: Predict the reactants needed to synthesize the given product. (1) Given the product [NH2:23][C:24]1[C:33]2[C:28](=[C:29]([C:12]3[CH:11]=[CH:10][C:9]4[N:5]([C:1]([CH3:2])([CH3:3])[CH3:4])[CH:6]=[N:7][C:8]=4[CH:13]=3)[CH:30]=[CH:31][CH:32]=2)[N:27]=[N:26][C:25]=1[C:35]([NH2:37])=[O:36], predict the reactants needed to synthesize it. The reactants are: [C:1]([N:5]1[C:9]2[CH:10]=[CH:11][C:12](B3OC(C)(C)C(C)(C)O3)=[CH:13][C:8]=2[N:7]=[CH:6]1)([CH3:4])([CH3:3])[CH3:2].[NH2:23][C:24]1[C:33]2[C:28](=[C:29](Br)[CH:30]=[CH:31][CH:32]=2)[N:27]=[N:26][C:25]=1[C:35]([NH2:37])=[O:36]. (2) Given the product [NH2:15][CH2:16][C:17]1[CH:49]=[CH:48][C:47]([Cl:50])=[CH:46][C:18]=1[CH2:19][NH:20][C:21]([C@@H:23]1[CH2:27][CH2:26][CH2:25][N:24]1[C:28]([C:30]1[NH:31][CH:32]=[C:33]([C:35]([F:37])([F:38])[F:36])[CH:34]=1)=[O:29])=[O:22].[F:4][C:3]([F:6])([F:5])[C:1]([O-:7])=[O:2], predict the reactants needed to synthesize it. The reactants are: [C:1]([OH:7])([C:3]([F:6])([F:5])[F:4])=[O:2].C(OC([NH:15][CH2:16][C:17]1[CH:49]=[CH:48][C:47]([Cl:50])=[CH:46][C:18]=1[CH2:19][NH:20][C:21]([C@@H:23]1[CH2:27][CH2:26][CH2:25][N:24]1[C:28]([C:30]1[N:31](C(OC(C)(C)C)=O)[CH:32]=[C:33]([C:35]([F:38])([F:37])[F:36])[CH:34]=1)=[O:29])=[O:22])=O)(C)(C)C.